Dataset: Catalyst prediction with 721,799 reactions and 888 catalyst types from USPTO. Task: Predict which catalyst facilitates the given reaction. (1) Reactant: C(O[C:6]([N:8]1[CH2:13][CH2:12][CH:11]([C:14]2[CH:18]=[C:17]([C:19]3[CH:24]=[CH:23][C:22]([O:25][CH3:26])=[C:21]([O:27][CH3:28])[CH:20]=3)[N:16]([C:29]3[CH:34]=[CH:33][C:32]([O:35][CH3:36])=[CH:31][CH:30]=3)[N:15]=2)[CH2:10][CH2:9]1)=[O:7])(C)(C)C.FC(F)(F)C(O)=O.ClC(Cl)(OC(=O)OC(Cl)(Cl)Cl)Cl.C(N(CC)CC)C.Cl.[CH3:64][NH:65][OH:66]. Product: [CH3:28][O:27][C:21]1[CH:20]=[C:19]([C:17]2[N:16]([C:29]3[CH:30]=[CH:31][C:32]([O:35][CH3:36])=[CH:33][CH:34]=3)[N:15]=[C:14]([CH:11]3[CH2:12][CH2:13][N:8]([C:6](=[O:7])[N:65]([OH:66])[CH3:64])[CH2:9][CH2:10]3)[CH:18]=2)[CH:24]=[CH:23][C:22]=1[O:25][CH3:26]. The catalyst class is: 489. (2) Reactant: [F:1][C:2]1[C:13]([C:14]([F:17])([F:16])[F:15])=[C:12]([F:18])[CH:11]=[CH:10][C:3]=1[C:4](N(OC)C)=[O:5].[CH3:19][Mg]Br. Product: [F:1][C:2]1[C:13]([C:14]([F:17])([F:16])[F:15])=[C:12]([F:18])[CH:11]=[CH:10][C:3]=1[C:4](=[O:5])[CH3:19]. The catalyst class is: 1. (3) Reactant: [Cl:1][C:2]1[CH:7]=[CH:6][C:5]([C:8]2[C:9]([O:18][CH2:19][C:20]([F:23])([F:22])[F:21])=[N:10][CH:11]=[C:12]([CH:17]=2)[C:13]([O:15]C)=[O:14])=[CH:4][C:3]=1[CH3:24].[Li+].[OH-].C1COCC1.Cl. Product: [Cl:1][C:2]1[CH:7]=[CH:6][C:5]([C:8]2[C:9]([O:18][CH2:19][C:20]([F:23])([F:21])[F:22])=[N:10][CH:11]=[C:12]([CH:17]=2)[C:13]([OH:15])=[O:14])=[CH:4][C:3]=1[CH3:24]. The catalyst class is: 72. (4) Reactant: [CH3:1][N:2]1[C:6]([C:7]2[CH:12]=[CH:11][N:10]=[C:9]([NH:13][C:14]3[CH:19]=[CH:18][CH:17]=[CH:16][CH:15]=3)[N:8]=2)=[CH:5][N:4]=[C:3]1[CH:20]=[C:21]([CH3:23])[CH3:22]. Product: [CH3:1][N:2]1[C:6]([C:7]2[CH:12]=[CH:11][N:10]=[C:9]([NH:13][C:14]3[CH:15]=[CH:16][CH:17]=[CH:18][CH:19]=3)[N:8]=2)=[CH:5][N:4]=[C:3]1[CH2:20][CH:21]([CH3:23])[CH3:22]. The catalyst class is: 29.